The task is: Predict the product of the given reaction.. This data is from Forward reaction prediction with 1.9M reactions from USPTO patents (1976-2016). (1) Given the reactants CO[C:3]1[CH:8]=[CH:7][C:6]([O:9]C)=[CH:5][C:4]=1[NH:11][C:12]([C:14]1[C:23]2[C:18](=[CH:19][C:20]([OH:24])=[CH:21][CH:22]=2)[CH:17]=[CH:16][CH:15]=1)=[O:13].Cl.N1C=CC=CC=1.Cl, predict the reaction product. The product is: [OH:24][C:20]1[CH:19]=[C:18]2[C:23](=[CH:22][CH:21]=1)[C:14]([C:12]1[O:13][C:3]3[CH:8]=[CH:7][C:6]([OH:9])=[CH:5][C:4]=3[N:11]=1)=[CH:15][CH:16]=[CH:17]2. (2) Given the reactants [Br:1][C:2]1[CH:27]=[CH:26][C:5]([O:6][C:7]2[CH:12]=[CH:11][CH:10]=[CH:9][C:8]=2[NH:13][S:14]([C:17]2[CH:25]=[CH:24][C:20]([C:21](O)=[O:22])=[CH:19][CH:18]=2)(=[O:16])=[O:15])=[CH:4][CH:3]=1.Cl.Cl.[N:30]1([CH2:35][CH2:36][C@H:37]2[CH2:42][CH2:41][C@H:40]([NH2:43])[CH2:39][CH2:38]2)[CH2:34][CH2:33][CH2:32][CH2:31]1, predict the reaction product. The product is: [Br:1][C:2]1[CH:27]=[CH:26][C:5]([O:6][C:7]2[CH:12]=[CH:11][CH:10]=[CH:9][C:8]=2[NH:13][S:14]([C:17]2[CH:25]=[CH:24][C:20]([C:21]([NH:43][C@H:40]3[CH2:41][CH2:42][C@H:37]([CH2:36][CH2:35][N:30]4[CH2:34][CH2:33][CH2:32][CH2:31]4)[CH2:38][CH2:39]3)=[O:22])=[CH:19][CH:18]=2)(=[O:15])=[O:16])=[CH:4][CH:3]=1. (3) Given the reactants [C:1](=[N:9][OH:10])([NH2:8])[C:2]1[CH:7]=[CH:6][CH:5]=[CH:4][CH:3]=1.CC(C)([O-])C.[K+].[O:17]=[C:18]1[CH2:23][CH:22]([C:24](OC)=O)[CH2:21][CH2:20][NH:19]1.C(=O)(O)[O-].[Na+], predict the reaction product. The product is: [C:2]1([C:1]2[N:8]=[C:24]([CH:22]3[CH2:21][CH2:20][NH:19][C:18](=[O:17])[CH2:23]3)[O:10][N:9]=2)[CH:7]=[CH:6][CH:5]=[CH:4][CH:3]=1. (4) Given the reactants Br[CH2:2][C:3]1[C:8]([F:9])=[CH:7][C:6]([CH:10]([CH3:15])[C:11]([O:13]C)=[O:12])=[C:5]([F:16])[CH:4]=1.[O:17]=[C:18]1[CH2:22][CH2:21][CH2:20][CH:19]1C(OC)=O.C(=O)([O-])[O-].[K+].[K+], predict the reaction product. The product is: [F:16][C:5]1[CH:4]=[C:3]([CH2:2][CH:19]2[CH2:20][CH2:21][CH2:22][C:18]2=[O:17])[C:8]([F:9])=[CH:7][C:6]=1[CH:10]([CH3:15])[C:11]([OH:13])=[O:12]. (5) Given the reactants C[O:2][C:3]1[CH:4]=[C:5]2[C:9](=[CH:10][CH:11]=1)[C:8](=[O:12])[CH2:7][CH2:6]2.B(Br)(Br)Br, predict the reaction product. The product is: [OH:2][C:3]1[CH:4]=[C:5]2[C:9](=[CH:10][CH:11]=1)[C:8](=[O:12])[CH2:7][CH2:6]2. (6) Given the reactants [F:1][CH2:2][CH:3]([N:6]1[CH2:12][CH2:11][C:10]2[CH:13]=[C:14]([NH2:19])[C:15]([O:17][CH3:18])=[CH:16][C:9]=2[CH2:8][CH2:7]1)[CH2:4][F:5].Cl[C:21]1[N:26]=[C:25]([NH:27][C:28]2[CH:33]=[CH:32][C:31]([N:34]3[CH2:39][CH2:38][O:37][CH2:36][CH2:35]3)=[CH:30][C:29]=2[O:40][CH3:41])[C:24]([Cl:42])=[CH:23][N:22]=1, predict the reaction product. The product is: [Cl:42][C:24]1[C:25]([NH:27][C:28]2[CH:33]=[CH:32][C:31]([N:34]3[CH2:35][CH2:36][O:37][CH2:38][CH2:39]3)=[CH:30][C:29]=2[O:40][CH3:41])=[N:26][C:21]([NH:19][C:14]2[C:15]([O:17][CH3:18])=[CH:16][C:9]3[CH2:8][CH2:7][N:6]([CH:3]([CH2:2][F:1])[CH2:4][F:5])[CH2:12][CH2:11][C:10]=3[CH:13]=2)=[N:22][CH:23]=1. (7) Given the reactants CON(C)[C:4]([C:6]1[CH:11]=[CH:10][C:9]([C:12]2[CH:13]=[CH:14][C:15]3[N:16]([C:18]([C:39]4[CH:44]=[CH:43][CH:42]=[CH:41][CH:40]=4)=[C:19]([C:21]4[CH:26]=[CH:25][C:24]([C:27]5([NH:31][C:32](=[O:38])[O:33][C:34]([CH3:37])([CH3:36])[CH3:35])[CH2:30][CH2:29][CH2:28]5)=[CH:23][CH:22]=4)[N:20]=3)[N:17]=2)=[CH:8][CH:7]=1)=[O:5].[CH3:46][Mg]Cl.[Cl-].[NH4+], predict the reaction product. The product is: [C:4]([C:6]1[CH:11]=[CH:10][C:9]([C:12]2[CH:13]=[CH:14][C:15]3[N:16]([C:18]([C:39]4[CH:40]=[CH:41][CH:42]=[CH:43][CH:44]=4)=[C:19]([C:21]4[CH:22]=[CH:23][C:24]([C:27]5([NH:31][C:32](=[O:38])[O:33][C:34]([CH3:35])([CH3:36])[CH3:37])[CH2:28][CH2:29][CH2:30]5)=[CH:25][CH:26]=4)[N:20]=3)[N:17]=2)=[CH:8][CH:7]=1)(=[O:5])[CH3:46]. (8) The product is: [Br:1][C:2]1[CH:3]=[C:4]([C:5]([C:7]2[C:8]([C:13]#[N:14])=[N:9][CH:10]=[CH:11][CH:12]=2)=[N:26][S:24]([C:21]([CH3:23])([CH3:22])[CH3:20])=[O:25])[CH:15]=[CH:16][C:17]=1[O:18][CH3:19]. Given the reactants [Br:1][C:2]1[CH:3]=[C:4]([CH:15]=[CH:16][C:17]=1[O:18][CH3:19])[C:5]([C:7]1[C:8]([C:13]#[N:14])=[N:9][CH:10]=[CH:11][CH:12]=1)=O.[CH3:20][C:21]([S:24]([NH2:26])=[O:25])([CH3:23])[CH3:22].CO.C(=O)(O)[O-].[Na+], predict the reaction product.